This data is from Peptide-MHC class I binding affinity with 185,985 pairs from IEDB/IMGT. The task is: Regression. Given a peptide amino acid sequence and an MHC pseudo amino acid sequence, predict their binding affinity value. This is MHC class I binding data. (1) The peptide sequence is EAYCALLCK. The MHC is HLA-A02:12 with pseudo-sequence YFAMYGEKVAHTHVDTLYVRYHYYTWAVQAYTWY. The binding affinity (normalized) is 0.0847. (2) The peptide sequence is YAEISFMLW. The MHC is HLA-A01:01 with pseudo-sequence HLA-A01:01. The binding affinity (normalized) is 0.0847. (3) The peptide sequence is DFIGKTIGF. The MHC is HLA-A11:01 with pseudo-sequence HLA-A11:01. The binding affinity (normalized) is 0.0847. (4) The peptide sequence is NLGQHIYET. The MHC is HLA-A69:01 with pseudo-sequence HLA-A69:01. The binding affinity (normalized) is 0.0847.